Dataset: Catalyst prediction with 721,799 reactions and 888 catalyst types from USPTO. Task: Predict which catalyst facilitates the given reaction. (1) The catalyst class is: 6. Product: [C:1]([O:5][C:6]([N:8]1[CH2:12][C@@H:11]([CH2:13][N:14]([CH:31]([CH3:32])[CH3:33])[C:15](=[O:30])[C:16]2[CH:21]=[CH:20][C:19]([O:22][CH3:23])=[C:18]([O:24][CH2:25][CH2:26][CH2:27][O:28][CH3:29])[CH:17]=2)[C@H:10]([CH:34]=[O:35])[CH2:9]1)=[O:7])([CH3:4])([CH3:3])[CH3:2]. Reactant: [C:1]([O:5][C:6]([N:8]1[CH2:12][C@@H:11]([CH2:13][N:14]([CH:31]([CH3:33])[CH3:32])[C:15](=[O:30])[C:16]2[CH:21]=[CH:20][C:19]([O:22][CH3:23])=[C:18]([O:24][CH2:25][CH2:26][CH2:27][O:28][CH3:29])[CH:17]=2)[C@H:10]([CH2:34][OH:35])[CH2:9]1)=[O:7])([CH3:4])([CH3:3])[CH3:2].C(Cl)Cl.CO.CC#N.O.CC#N. (2) Reactant: [Cl:1][C:2]1[CH:3]=[C:4]([CH:18]=[CH:19][CH:20]=1)[CH2:5][NH:6][C:7]([C:9]1[C:17]2[C:12](=[CH:13][CH:14]=[CH:15][CH:16]=2)[NH:11][CH:10]=1)=[O:8].C(=O)([O-])[O-].[Cs+].[Cs+].[Cl:27][CH2:28][CH2:29][CH2:30]I. Product: [Cl:27][CH2:28][CH2:29][CH2:30][N:11]1[C:12]2[C:17](=[CH:16][CH:15]=[CH:14][CH:13]=2)[C:9]([C:7]([NH:6][CH2:5][C:4]2[CH:18]=[CH:19][CH:20]=[C:2]([Cl:1])[CH:3]=2)=[O:8])=[CH:10]1. The catalyst class is: 23. (3) Reactant: [F:1][C:2]1[C:18]([C:19]#[C:20][C:21]([C:24]2[CH:28]=[C:27]([CH:29]=O)[O:26][N:25]=2)([OH:23])[CH3:22])=[CH:17][C:5]2[C:6]3[N:7]([CH:11]=[C:12]([C:14]([NH2:16])=[O:15])[N:13]=3)[CH2:8][CH2:9][O:10][C:4]=2[CH:3]=1.[C:31](=O)([O-])[O-].[K+].[K+]. Product: [C:29]([C:27]1[O:26][N:25]=[C:24]([C:21]([OH:23])([CH3:22])[C:20]#[C:19][C:18]2[C:2]([F:1])=[CH:3][C:4]3[O:10][CH2:9][CH2:8][N:7]4[CH:11]=[C:12]([C:14]([NH2:16])=[O:15])[N:13]=[C:6]4[C:5]=3[CH:17]=2)[CH:28]=1)#[CH:31]. The catalyst class is: 5. (4) Reactant: [CH:1]([C:3]1([C:13]([O:15][CH2:16][CH3:17])=[O:14])[CH2:12][CH2:11][C:6]2([O:10][CH2:9][CH2:8][O:7]2)[CH2:5][CH2:4]1)=[O:2].[BH4-].[Na+]. Product: [OH:2][CH2:1][C:3]1([C:13]([O:15][CH2:16][CH3:17])=[O:14])[CH2:4][CH2:5][C:6]2([O:10][CH2:9][CH2:8][O:7]2)[CH2:11][CH2:12]1. The catalyst class is: 8. (5) Reactant: [OH:1][CH2:2][CH2:3][C:4]([P:7](=[O:14])([O:11][CH2:12][CH3:13])[O:8][CH2:9][CH3:10])([F:6])[F:5].C(N(CC)CC)C.[S:22](Cl)([C:25]1[CH:31]=[CH:30][C:28]([CH3:29])=[CH:27][CH:26]=1)(=[O:24])=[O:23]. Product: [S:22]([O:1][CH2:2][CH2:3][C:4]([P:7](=[O:14])([O:11][CH2:12][CH3:13])[O:8][CH2:9][CH3:10])([F:6])[F:5])([C:25]1[CH:31]=[CH:30][C:28]([CH3:29])=[CH:27][CH:26]=1)(=[O:24])=[O:23]. The catalyst class is: 64. (6) Reactant: COC(=O)[CH:4]([NH:20]C(OC(C)(C)C)=O)[CH2:5][C:6]1[CH:11]=[CH:10][C:9]([Cl:12])=[CH:8][C:7]=1[NH:13][C:14](=[O:19])C(C)(C)C.Cl. Product: [NH2:20][CH:4]1[CH2:5][C:6]2[C:7](=[CH:8][C:9]([Cl:12])=[CH:10][CH:11]=2)[NH:13][C:14]1=[O:19]. The catalyst class is: 1.